This data is from Forward reaction prediction with 1.9M reactions from USPTO patents (1976-2016). The task is: Predict the product of the given reaction. (1) Given the reactants CO[CH:3](OC)[CH2:4][N:5]([CH2:16][C:17]1[CH:22]=[CH:21][CH:20]=[CH:19][C:18]=1[F:23])S(C1C=CC(C)=CC=1)(=O)=O.[Br:26]N1C(=O)CCC1=O.CC(N=NC(C#N)(C)C)(C#N)C, predict the reaction product. The product is: [Br:26][C:3]1[C:22]2[C:17](=[C:18]([F:23])[CH:19]=[CH:20][CH:21]=2)[CH:16]=[N:5][CH:4]=1. (2) The product is: [F:30][C:26]1[CH:25]=[C:24]([CH:29]=[CH:28][CH:27]=1)[CH2:23][O:22][C:20]1[CH:19]=[CH:18][C:17]([S:31][C:32]2[CH:37]=[CH:36][C:35]([OH:38])=[CH:34][CH:33]=2)=[C:16]([NH:15][C:2]2[C:3]3[C:8](=[N:7][C:6]([CH2:12][CH2:13][CH3:14])=[CH:5][CH:4]=3)[N:9]=[CH:10][CH:11]=2)[CH:21]=1. Given the reactants Cl[C:2]1[CH:11]=[CH:10][N:9]=[C:8]2[C:3]=1[CH:4]=[CH:5][C:6]([CH2:12][CH2:13][CH3:14])=[N:7]2.[NH2:15][C:16]1[CH:21]=[C:20]([O:22][CH2:23][C:24]2[CH:29]=[CH:28][CH:27]=[C:26]([F:30])[CH:25]=2)[CH:19]=[CH:18][C:17]=1[S:31][C:32]1[CH:37]=[CH:36][C:35]([OH:38])=[CH:34][CH:33]=1, predict the reaction product. (3) Given the reactants [Cl:1][C:2]1[CH:7]=[CH:6][N:5]=[C:4]2[CH:8]=[C:9]([C:11]([N:13]3[CH2:17][CH2:16][CH2:15][C@H:14]3[CH2:18][OH:19])=[O:12])[S:10][C:3]=12.[C:20]([Si:24]([CH3:27])([CH3:26])Cl)([CH3:23])([CH3:22])[CH3:21].C(N(CC)CC)C, predict the reaction product. The product is: [Cl:1][C:2]1[CH:7]=[CH:6][N:5]=[C:4]2[CH:8]=[C:9]([C:11]([N:13]3[CH2:17][CH2:16][CH2:15][C@H:14]3[CH2:18][O:19][Si:24]([C:20]([CH3:23])([CH3:22])[CH3:21])([CH3:27])[CH3:26])=[O:12])[S:10][C:3]=12. (4) Given the reactants Cl.[NH:2]1[CH2:7][CH2:6][CH2:5][C@@H:4]([OH:8])[CH2:3]1.[H-].[Na+].[O:11]1[C:15]2[CH:16]=[CH:17][CH:18]=[CH:19][C:14]=2[CH:13]=[C:12]1[C:20]1[N:24]2[N:25]=[C:26](Cl)[CH:27]=[CH:28][C:23]2=[N:22][CH:21]=1, predict the reaction product. The product is: [O:11]1[C:15]2[CH:16]=[CH:17][CH:18]=[CH:19][C:14]=2[CH:13]=[C:12]1[C:20]1[N:24]2[N:25]=[C:26]([O:8][C@@H:4]3[CH2:5][CH2:6][CH2:7][NH:2][CH2:3]3)[CH:27]=[CH:28][C:23]2=[N:22][CH:21]=1. (5) Given the reactants [Cl:1][C:2]1[CH:3]=[N:4][C:5]2[N:6]([N:8]=[C:9]([C:11]([OH:13])=O)[CH:10]=2)[CH:7]=1.[CH3:14][S:15]([C:18]1[CH:27]=[CH:26][CH:25]=[C:24]2[C:19]=1[CH2:20][CH2:21][NH:22][N:23]2[CH3:28])(=[O:17])=[O:16], predict the reaction product. The product is: [Cl:1][C:2]1[CH:3]=[N:4][C:5]2[N:6]([N:8]=[C:9]([C:11]([N:22]3[CH2:21][CH2:20][C:19]4[C:24](=[CH:25][CH:26]=[CH:27][C:18]=4[S:15]([CH3:14])(=[O:17])=[O:16])[N:23]3[CH3:28])=[O:13])[CH:10]=2)[CH:7]=1. (6) Given the reactants [Cl:1][C:2]1[C:7]([CH3:8])=[C:6]([C:9]2[CH:10]=[N:11][N:12](C(OCC)C)[CH:13]=2)[C:5]([C:19]2[CH:24]=[C:23]([F:25])[CH:22]=[C:21]([F:26])[CH:20]=2)=[C:4]([CH:27]([NH2:29])[CH3:28])[CH:3]=1.Br[C:31]1[N:39]=[CH:38][N:37]=[C:36]2[C:32]=1[N:33]=[CH:34][NH:35]2.C(N(CC)C(C)C)(C)C.Cl.O, predict the reaction product. The product is: [Cl:1][C:2]1[C:7]([CH3:8])=[C:6]([C:9]2[CH:13]=[N:12][NH:11][CH:10]=2)[C:5]([C:19]2[CH:24]=[C:23]([F:25])[CH:22]=[C:21]([F:26])[CH:20]=2)=[C:4]([CH:27]([NH:29][C:31]2[N:39]=[CH:38][N:37]=[C:36]3[C:32]=2[N:33]=[CH:34][NH:35]3)[CH3:28])[CH:3]=1. (7) Given the reactants [CH3:1][N:2]1[CH:6]=[C:5]([C:7](O)=[O:8])[C:4]([CH3:10])=[N:3]1.C(Cl)(=O)C(Cl)=O.[NH2:17][C:18]1[CH:19]=[C:20]([CH:37]=[CH:38][CH:39]=1)[O:21][C:22]1[CH:23]=[CH:24][C:25]2[N:26]([CH:28]=[C:29]([NH:31][C:32]([CH:34]3[CH2:36][CH2:35]3)=[O:33])[N:30]=2)[N:27]=1.[OH-].[Na+], predict the reaction product. The product is: [CH:34]1([C:32]([NH:31][C:29]2[N:30]=[C:25]3[CH:24]=[CH:23][C:22]([O:21][C:20]4[CH:19]=[C:18]([NH:17][C:7]([C:5]5[C:4]([CH3:10])=[N:3][N:2]([CH3:1])[CH:6]=5)=[O:8])[CH:39]=[CH:38][CH:37]=4)=[N:27][N:26]3[CH:28]=2)=[O:33])[CH2:35][CH2:36]1.